Dataset: Reaction yield outcomes from USPTO patents with 853,638 reactions. Task: Predict the reaction yield, written as a fraction of the theoretical maximum amount of product (1.0 means a 100% yield; for example, 0.34 means a 34% yield). (1) The reactants are [F:1][C:2]1[CH:10]=[C:9]2[C:5]([C:6]([C:18]([NH2:20])=[O:19])=[N:7][N:8]2[C:11]2[CH:16]=[C:15](I)[CH:14]=[CH:13][N:12]=2)=[CH:4][CH:3]=1.[C:21]([C@@:23]1([OH:32])[C:27]2=[N:28][CH:29]=[CH:30][CH:31]=[C:26]2[CH2:25][CH2:24]1)#[CH:22]. No catalyst specified. The product is [F:1][C:2]1[CH:10]=[C:9]2[C:5]([C:6]([C:18]([NH2:20])=[O:19])=[N:7][N:8]2[C:11]2[CH:16]=[C:15]([C:22]#[C:21][C@@:23]3([OH:32])[C:27]4=[N:28][CH:29]=[CH:30][CH:31]=[C:26]4[CH2:25][CH2:24]3)[CH:14]=[CH:13][N:12]=2)=[CH:4][CH:3]=1. The yield is 0.630. (2) The reactants are [C:1]([OH:6])(=[O:5])[CH:2]([CH3:4])[OH:3].[C:7]([O-])(=O)C(C)O.[NH4+].C(O)(=O)C=C.P([O-])([O-])([O-])=O.[Al+3].C(=O)C.C(O)(=O)CC.C(=O)=O.C(OC)(=O)C(C)O. No catalyst specified. The product is [C:1]([OH:6])(=[O:5])[CH:2]=[CH2:4].[C:1]([O:6][CH3:7])(=[O:5])[CH:2]=[CH2:4].[CH:2](=[O:3])[CH3:1]. The yield is 0.680. (3) The reactants are [CH3:1][C@@H:2]1[N:25]([CH3:26])[CH2:24][C@:7]23[CH2:8][CH2:9][C@@H:10]4[C@@:15]5([CH3:23])[CH2:16][CH2:17][C@H:18]([N:20]([CH3:22])[CH3:21])[CH2:19][C:14]5=[CH:13][CH2:12][C@H:11]4[C@@H:6]2[CH2:5][CH2:4][C@H:3]13. The catalyst is C(OCC)(=O)C.[Pd]. The product is [CH3:21][N:20]([CH3:22])[CH:18]1[CH2:19][CH:14]2[C:15]([CH3:23])([CH:10]3[CH:11]([CH2:12][CH2:13]2)[CH:6]2[CH2:5][CH2:4][CH:3]4[CH:2]([CH3:1])[N:25]([CH3:26])[CH2:24][C:7]24[CH2:8][CH2:9]3)[CH2:16][CH2:17]1. The yield is 0.300. (4) The reactants are FC(F)(F)C1C=C(NC(=O)NC2C=CC(C3SC(CCC(OC)=O)=NC=3)=CC=2)C=CC=1.[CH3:32][S:33]([N:36]1[CH2:41][CH2:40][CH:39]([C:42]2[S:43][C:44]([C:47]3[CH:53]=[CH:52][C:50]([NH2:51])=[CH:49][CH:48]=3)=[CH:45][N:46]=2)[CH2:38][CH2:37]1)(=[O:35])=[O:34].[F:54][C:55]1[CH:60]=[CH:59][CH:58]=[CH:57][C:56]=1[N:61]=[C:62]=[O:63]. The yield is 0.850. The product is [F:54][C:55]1[CH:60]=[CH:59][CH:58]=[CH:57][C:56]=1[NH:61][C:62]([NH:51][C:50]1[CH:49]=[CH:48][C:47]([C:44]2[S:43][C:42]([CH:39]3[CH2:40][CH2:41][N:36]([S:33]([CH3:32])(=[O:35])=[O:34])[CH2:37][CH2:38]3)=[N:46][CH:45]=2)=[CH:53][CH:52]=1)=[O:63]. No catalyst specified. (5) The reactants are [F:1][C:2]1[CH:7]=[CH:6][CH:5]=[C:4]([F:8])[C:3]=1[N:9]1[C:14]2[N:15]=[C:16](S(C)(=O)=O)[N:17]=[C:18]([C:19]3[CH:24]=[CH:23][C:22]([F:25])=[CH:21][C:20]=3[CH3:26])[C:13]=2[CH:12]=[CH:11][C:10]1=[O:31].[CH2:32]([NH2:35])[CH2:33][NH2:34]. The catalyst is C1COCC1.C(OC(C)=O)C.O. The product is [F:1][C:2]1[CH:7]=[CH:6][CH:5]=[C:4]([F:8])[C:3]=1[N:9]1[C:14]2[N:15]=[C:16]([NH:34][CH2:33][CH2:32][NH2:35])[N:17]=[C:18]([C:19]3[CH:24]=[CH:23][C:22]([F:25])=[CH:21][C:20]=3[CH3:26])[C:13]=2[CH:12]=[CH:11][C:10]1=[O:31]. The yield is 0.890. (6) The reactants are O.[OH-].[Li+].[CH2:4]([C:8]1[CH:13]=[C:12]([CH3:14])[C:11]([NH:15][C:16]([NH:18][C:19]2[CH:24]=[C:23]([F:25])[CH:22]=[CH:21][C:20]=2[C:26]([NH:28][C@@H:29]([CH:34]2[CH2:39][CH2:38][CH2:37][CH2:36][CH2:35]2)[C:30]([O:32]C)=[O:31])=[O:27])=[O:17])=[C:10]([CH3:40])[CH:9]=1)[CH2:5][CH2:6][CH3:7].CO.Cl. The catalyst is C1COCC1.CCCCCC.C(OCC)(=O)C.O. The product is [CH2:4]([C:8]1[CH:13]=[C:12]([CH3:14])[C:11]([NH:15][C:16]([NH:18][C:19]2[CH:24]=[C:23]([F:25])[CH:22]=[CH:21][C:20]=2[C:26]([NH:28][C@@H:29]([CH:34]2[CH2:35][CH2:36][CH2:37][CH2:38][CH2:39]2)[C:30]([OH:32])=[O:31])=[O:27])=[O:17])=[C:10]([CH3:40])[CH:9]=1)[CH2:5][CH2:6][CH3:7]. The yield is 0.590.